Dataset: Full USPTO retrosynthesis dataset with 1.9M reactions from patents (1976-2016). Task: Predict the reactants needed to synthesize the given product. (1) Given the product [I:2][C:18]1[N:19]=[N:20][N:21]([CH2:23][CH2:24][CH2:25][CH2:26][CH2:27][CH2:28][CH2:29][CH2:30][CH2:31][C:32]([OH:34])=[O:33])[CH:22]=1, predict the reactants needed to synthesize it. The reactants are: [Na].[I-:2].C([O-])(=O)C.[NH4+].C(OO)(=O)C.C([Sn](CCCC)(CCCC)[C:18]1[N:19]=[N:20][N:21]([CH2:23][CH2:24][CH2:25][CH2:26][CH2:27][CH2:28][CH2:29][CH2:30][CH2:31][C:32]([OH:34])=[O:33])[CH:22]=1)CCC.C(#N)C. (2) Given the product [Br:1][C:6]1[C:7]([O:10][CH3:11])=[N:8][CH:9]=[C:4]([Cl:3])[CH:5]=1, predict the reactants needed to synthesize it. The reactants are: [Br:1]Br.[Cl:3][C:4]1[CH:5]=[CH:6][C:7]([O:10][CH3:11])=[N:8][CH:9]=1.C([O-])(=O)C.[Na+].C(OCC)C.